From a dataset of Catalyst prediction with 721,799 reactions and 888 catalyst types from USPTO. Predict which catalyst facilitates the given reaction. (1) Reactant: [CH:1]([O-])([O-])OCC.[CH3:7][C:8]1[CH:29]=[CH:28][C:27]([CH3:30])=[CH:26][C:9]=1[O:10][CH2:11][C:12]1[CH:17]=[CH:16][CH:15]=[CH:14][C:13]=1[C:18](=[N:23][O:24][CH3:25])[C:19]([NH:21][NH2:22])=[O:20]. Product: [CH3:25][O:24][N:23]=[C:18]([C:19]1[O:20][CH:1]=[N:22][N:21]=1)[C:13]1[CH:14]=[CH:15][CH:16]=[CH:17][C:12]=1[CH2:11][O:10][C:9]1[CH:26]=[C:27]([CH3:30])[CH:28]=[CH:29][C:8]=1[CH3:7]. The catalyst class is: 6. (2) Reactant: [NH:1]1[CH:5]=[C:4]([C:6]2[CH:7]=[C:8]([NH2:11])[NH:9][N:10]=2)[N:3]=[CH:2]1.CN(C)[CH:14]=[CH:15][C:16]([C:18]1[CH:19]=[C:20]([NH:24][C:25](=[O:36])[C:26]2[CH:31]=[CH:30][CH:29]=[C:28]([C:32]([F:35])([F:34])[F:33])[CH:27]=2)[CH:21]=[CH:22][CH:23]=1)=O. Product: [NH:3]1[C:4]([C:6]2[CH:7]=[C:8]3[N:11]=[CH:14][CH:15]=[C:16]([C:18]4[CH:19]=[C:20]([NH:24][C:25](=[O:36])[C:26]5[CH:31]=[CH:30][CH:29]=[C:28]([C:32]([F:33])([F:34])[F:35])[CH:27]=5)[CH:21]=[CH:22][CH:23]=4)[N:9]3[N:10]=2)=[CH:5][N:1]=[CH:2]1. The catalyst class is: 15. (3) Reactant: CC1(C)[O:6][C@@H:5]([C:7](O)=[O:8])[CH2:4][O:3]1.C1(N=C=NC2CCCCC2)CCCCC1.ON1C2C=CC=CC=2N=N1.C(N(CC)C(C)C)(C)C.Cl.Cl.[N:47]1([C:53]2[CH:58]=[CH:57][C:56]([N:59]3[CH2:63][C@H:62]([CH2:64][O:65][C:66]4[CH:70]=[CH:69][O:68][N:67]=4)[O:61][C:60]3=[O:71])=[CH:55][C:54]=2[F:72])[CH2:52][CH2:51][NH:50][CH2:49][CH2:48]1. Product: [OH:6][C@H:5]([CH2:7][OH:8])[C:4]([N:50]1[CH2:49][CH2:48][N:47]([C:53]2[CH:58]=[CH:57][C:56]([N:59]3[CH2:63][C@H:62]([CH2:64][O:65][C:66]4[CH:70]=[CH:69][O:68][N:67]=4)[O:61][C:60]3=[O:71])=[CH:55][C:54]=2[F:72])[CH2:52][CH2:51]1)=[O:3]. The catalyst class is: 4. (4) Reactant: [OH:1][C@@H:2]1[CH2:18][CH:17]2[C@@:5]([CH3:24])([C@@H:6]3[C@@H:14]([CH2:15][CH2:16]2)[C@H:13]2[C@@:9]([CH3:22])([C@@H:10]([C:19](O)=[O:20])[CH2:11][CH2:12]2)[CH2:8][C@@H:7]3[OH:23])[CH2:4][CH2:3]1.C[CH2:26][N:27]=C=NCCCN(C)C.Cl.C1C=CC2N(O)N=NC=2C=1.CN1CCOCC1.Cl.CN. Product: [OH:1][C@@H:2]1[CH2:18][CH:17]2[C@@:5]([CH3:24])([C@@H:6]3[C@@H:14]([CH2:15][CH2:16]2)[C@H:13]2[C@@:9]([CH3:22])([C@@H:10]([C:19]([NH:27][CH3:26])=[O:20])[CH2:11][CH2:12]2)[CH2:8][C@@H:7]3[OH:23])[CH2:4][CH2:3]1. The catalyst class is: 3. (5) Reactant: [N+:1]([C:4]1[CH:9]=[CH:8][C:7]([CH:10]([OH:12])[CH3:11])=[CH:6][CH:5]=1)([O-:3])=[O:2].[H-].[Na+].I[CH3:16]. Product: [CH3:16][O:12][CH:10]([C:7]1[CH:6]=[CH:5][C:4]([N+:1]([O-:3])=[O:2])=[CH:9][CH:8]=1)[CH3:11]. The catalyst class is: 1. (6) Reactant: [CH3:1][O:2][C:3](=[O:25])[CH:4]([N:16]1[CH2:21][CH2:20][NH:19][CH:18]([CH2:22][O:23][CH3:24])[CH2:17]1)[CH2:5][C:6]1[CH:15]=[CH:14][C:13]2[C:8](=[CH:9][CH:10]=[CH:11][CH:12]=2)[CH:7]=1.[C:26]([NH:33][C@H:34]([C:43](O)=[O:44])[CH2:35][C:36]1[CH:41]=[CH:40][C:39]([F:42])=[CH:38][CH:37]=1)([O:28][C:29]([CH3:32])([CH3:31])[CH3:30])=[O:27].F[P-](F)(F)(F)(F)F.N1(OC(N(C)C)=[N+](C)C)C2N=CC=CC=2N=N1.CN1CCOCC1. Product: [CH3:1][O:2][C:3](=[O:25])[CH:4]([N:16]1[CH2:21][CH2:20][N:19]([C:43](=[O:44])[CH:34]([NH:33][C:26]([O:28][C:29]([CH3:31])([CH3:30])[CH3:32])=[O:27])[CH2:35][C:36]2[CH:37]=[CH:38][C:39]([F:42])=[CH:40][CH:41]=2)[CH:18]([CH2:22][O:23][CH3:24])[CH2:17]1)[CH2:5][C:6]1[CH:15]=[CH:14][C:13]2[C:8](=[CH:9][CH:10]=[CH:11][CH:12]=2)[CH:7]=1. The catalyst class is: 303. (7) Reactant: [N:1]([CH:4]([C:7]1[N:8]=[C:9]2[CH:23]=[CH:22][CH:21]=[C:20]([CH3:24])[N:10]2[C:11](=[O:19])[C:12]=1[C:13]1[CH:18]=[CH:17][CH:16]=[CH:15][CH:14]=1)[CH2:5][CH3:6])=[N+]=[N-].CP(C)C.C(Cl)Cl. Product: [NH2:1][CH:4]([C:7]1[N:8]=[C:9]2[CH:23]=[CH:22][CH:21]=[C:20]([CH3:24])[N:10]2[C:11](=[O:19])[C:12]=1[C:13]1[CH:14]=[CH:15][CH:16]=[CH:17][CH:18]=1)[CH2:5][CH3:6]. The catalyst class is: 30. (8) The catalyst class is: 1. Reactant: [NH2:1][CH2:2][CH2:3][C:4]([CH3:42])([CH3:41])[CH2:5][CH:6]([NH:29][S:30]([C:33]1[CH:38]=[CH:37][C:36]([O:39][CH3:40])=[CH:35][CH:34]=1)(=[O:32])=[O:31])[C@H:7]([OH:28])[C@@H:8]([NH:16][C:17](=[O:27])[O:18][C@@H:19]1[C@H:26]2[C@H:22]([O:23][CH2:24][CH2:25]2)[O:21][CH2:20]1)[CH2:9][C:10]1[CH:15]=[CH:14][CH:13]=[CH:12][CH:11]=1.NCCC(C)(C)CC(NS(C1C=CC(OC)=CC=1)(=O)=O)[C@H](O)[C@@H:50]([NH:58][C:59](=O)[O:60][C@H]1[C@@H]2[C@@H](OCC2)OC1)CC1C=CC=CC=1.CN=C=O. Product: [CH2:9]([C@H:8]([NH:16][C:17](=[O:27])[O:18][C@H:19]1[C@@H:26]2[C@@H:22]([O:23][CH2:24][CH2:25]2)[O:21][CH2:20]1)[C@@H:7]([OH:28])[CH:6]([NH:29][S:30]([C:33]1[CH:38]=[CH:37][C:36]([O:39][CH3:40])=[CH:35][CH:34]=1)(=[O:32])=[O:31])[CH2:5][C:4]([CH3:42])([CH3:41])[CH2:3][CH2:2][NH:1][C:59]([NH:58][CH3:50])=[O:60])[C:10]1[CH:15]=[CH:14][CH:13]=[CH:12][CH:11]=1. (9) Reactant: [F:1][C:2]1[C:21]([NH:22][C:23]([NH:25][C:26]2[CH:31]=[CH:30][N:29]=[C:28]([CH3:32])[CH:27]=2)=[O:24])=[CH:20][CH:19]=[CH:18][C:3]=1[CH2:4][N:5]1[CH2:10][CH2:9][N:8](C(OC(C)(C)C)=O)[CH2:7][CH2:6]1.Cl.CCN(CC)CC.[CH2:41]([S:43](Cl)(=[O:45])=[O:44])[CH3:42]. Product: [CH2:41]([S:43]([N:8]1[CH2:9][CH2:10][N:5]([CH2:4][C:3]2[C:2]([F:1])=[C:21]([NH:22][C:23]([NH:25][C:26]3[CH:31]=[CH:30][N:29]=[C:28]([CH3:32])[CH:27]=3)=[O:24])[CH:20]=[CH:19][CH:18]=2)[CH2:6][CH2:7]1)(=[O:45])=[O:44])[CH3:42]. The catalyst class is: 100.